The task is: Predict the reaction yield, written as a fraction of the theoretical maximum amount of product (1.0 means a 100% yield; for example, 0.34 means a 34% yield).. This data is from Reaction yield outcomes from USPTO patents with 853,638 reactions. (1) The reactants are CS(C)=O.C(Cl)(=O)C(Cl)=O.[OH:11][CH2:12][C:13]1([C:18]([O:20][C:21]([CH3:24])([CH3:23])[CH3:22])=[O:19])[CH2:17][CH2:16][CH2:15][CH2:14]1.C(N(CC)C(C)C)(C)C.Cl. The catalyst is C(Cl)Cl. The product is [CH:12]([C:13]1([C:18]([O:20][C:21]([CH3:24])([CH3:23])[CH3:22])=[O:19])[CH2:17][CH2:16][CH2:15][CH2:14]1)=[O:11]. The yield is 0.720. (2) The reactants are [Cl-].[NH4+].[Br:3][C:4]1[CH:9]=[CH:8][C:7]([N:10]([CH3:14])[CH2:11][CH2:12][OH:13])=[C:6]([N+:15]([O-])=O)[CH:5]=1. The yield is 0.760. The catalyst is O.CCOC(C)=O.[Fe]. The product is [NH2:15][C:6]1[CH:5]=[C:4]([Br:3])[CH:9]=[CH:8][C:7]=1[N:10]([CH3:14])[CH2:11][CH2:12][OH:13].